Dataset: Forward reaction prediction with 1.9M reactions from USPTO patents (1976-2016). Task: Predict the product of the given reaction. (1) Given the reactants Br[C:2]1[CH:7]=[CH:6][C:5]([NH:8][C:9]2[N:13]([CH3:14])[C:12]3[CH:15]=[CH:16][CH:17]=[CH:18][C:11]=3[N:10]=2)=[CH:4][CH:3]=1.[B:19]1([B:19]2[O:23][C:22]([CH3:25])([CH3:24])[C:21]([CH3:27])([CH3:26])[O:20]2)[O:23][C:22]([CH3:25])([CH3:24])[C:21]([CH3:27])([CH3:26])[O:20]1.C([O-])(=O)C.[K+].ClCCl, predict the reaction product. The product is: [CH3:26][C:21]1([CH3:27])[C:22]([CH3:25])([CH3:24])[O:23][B:19]([C:2]2[CH:7]=[CH:6][C:5]([NH:8][C:9]3[N:13]([CH3:14])[C:12]4[CH:15]=[CH:16][CH:17]=[CH:18][C:11]=4[N:10]=3)=[CH:4][CH:3]=2)[O:20]1. (2) Given the reactants [N:1]1[N:9]2[C:4]([CH2:5][O:6][CH2:7][CH2:8]2)=[CH:3][C:2]=1[NH:10][C:11]1[C:12](=[O:27])[N:13]([CH3:26])[CH:14]=[C:15](B2OC(C)(C)C(C)(C)O2)[CH:16]=1.[C:28]([O:31][CH2:32][C:33]1[C:38]([N:39]2[C:51](=[O:52])[C:50]3[S:49][C:48]4[CH2:47][CH2:46][CH2:45][CH2:44][C:43]=4[C:42]=3[CH2:41][CH2:40]2)=[CH:37][C:36]([F:53])=[CH:35][C:34]=1Br)(=[O:30])[CH3:29].C([O-])([O-])=O.[Na+].[Na+], predict the reaction product. The product is: [C:28]([O:31][CH2:32][C:33]1[C:38]([N:39]2[C:51](=[O:52])[C:50]3[S:49][C:48]4[CH2:47][CH2:46][CH2:45][CH2:44][C:43]=4[C:42]=3[CH2:41][CH2:40]2)=[CH:37][C:36]([F:53])=[CH:35][C:34]=1[C:15]1[CH:16]=[C:11]([NH:10][C:2]2[CH:3]=[C:4]3[N:9]([N:1]=2)[CH2:8][CH2:7][O:6][CH2:5]3)[C:12](=[O:27])[N:13]([CH3:26])[CH:14]=1)(=[O:30])[CH3:29]. (3) The product is: [CH3:1][O:2][C:3]1[CH:8]=[CH:7][C:6]([NH:9][S:20]([C:12]2[S:11][C:15]3[CH:16]=[CH:17][CH:18]=[CH:19][C:14]=3[CH:13]=2)(=[O:22])=[O:21])=[C:5]([NH:10][S:20]([C:12]2[S:11][C:15]3[CH:16]=[CH:17][CH:18]=[CH:19][C:14]=3[CH:13]=2)(=[O:21])=[O:22])[CH:4]=1. Given the reactants [CH3:1][O:2][C:3]1[CH:4]=[C:5]([NH2:10])[C:6]([NH2:9])=[CH:7][CH:8]=1.[S:11]1[C:15]2[CH:16]=[CH:17][CH:18]=[CH:19][C:14]=2[CH:13]=[C:12]1[S:20](Cl)(=[O:22])=[O:21], predict the reaction product. (4) Given the reactants C[O:2][C:3](=[O:33])[CH2:4][CH2:5][S:6][CH2:7][C:8]1[CH:13]=[CH:12][C:11]([C:14]2[CH:19]=[CH:18][C:17]([C:20]3[C:25]4[O:26][C:27]5[CH:32]=[CH:31][CH:30]=[CH:29][C:28]=5[C:24]=4[CH:23]=[CH:22][CH:21]=3)=[CH:16][CH:15]=2)=[CH:10][CH:9]=1.[OH-].[K+].Cl, predict the reaction product. The product is: [CH:23]1[C:24]2[C:28]3[CH:29]=[CH:30][CH:31]=[CH:32][C:27]=3[O:26][C:25]=2[C:20]([C:17]2[CH:18]=[CH:19][C:14]([C:11]3[CH:12]=[CH:13][C:8]([CH2:7][S:6][CH2:5][CH2:4][C:3]([OH:33])=[O:2])=[CH:9][CH:10]=3)=[CH:15][CH:16]=2)=[CH:21][CH:22]=1. (5) Given the reactants C(O[C:4]([C:6]1[C:10]([C:11]2[CH:16]=[CH:15][CH:14]=[CH:13][CH:12]=2)=[CH:9][S:8][C:7]=1[NH2:17])=[O:5])C.Cl.[CH:19]([CH2:22][C:23]([NH2:25])=N)(C)C.[CH2:26](O)C, predict the reaction product. The product is: [CH:22]([C:23]1[NH:25][C:4](=[O:5])[C:6]2[C:10]([C:11]3[CH:12]=[CH:13][CH:14]=[CH:15][CH:16]=3)=[CH:9][S:8][C:7]=2[N:17]=1)([CH3:19])[CH3:26]. (6) Given the reactants [O:1]1[C:6]([C:7]2[C:8]([NH2:15])=[CH:9][C:10]([O:13][CH3:14])=[N:11][CH:12]=2)=[CH:5][CH2:4][CH2:3][CH2:2]1, predict the reaction product. The product is: [CH3:14][O:13][C:10]1[CH:9]=[C:8]([NH2:15])[C:7]([CH:6]2[CH2:5][CH2:4][CH2:3][CH2:2][O:1]2)=[CH:12][N:11]=1.